This data is from Full USPTO retrosynthesis dataset with 1.9M reactions from patents (1976-2016). The task is: Predict the reactants needed to synthesize the given product. (1) Given the product [CH3:2][O:3][C:4]([C:6]1[N:7]([C:20]2[CH:25]=[CH:24][CH:23]=[CH:22][CH:21]=2)[C:8]2[C:13]([C:14](=[O:18])[C:15]=1[CH2:16][NH:17][C:26](=[O:33])[C:27]1[CH:32]=[CH:31][CH:30]=[CH:29][CH:28]=1)=[CH:12][CH:11]=[CH:10][CH:9]=2)=[O:5], predict the reactants needed to synthesize it. The reactants are: Cl.[CH3:2][O:3][C:4]([C:6]1[N:7]([C:20]2[CH:25]=[CH:24][CH:23]=[CH:22][CH:21]=2)[C:8]2[C:13]([C:14](=[O:18])[C:15]=1[CH2:16][NH2:17])=[CH:12][CH:11]=[C:10](Cl)[CH:9]=2)=[O:5].[C:26](Cl)(=[O:33])[C:27]1[CH:32]=[CH:31][CH:30]=[CH:29][CH:28]=1. (2) Given the product [C:37]([Si:34]([CH3:36])([CH3:35])[O:33][CH:32]([N:10]1[CH:11]=[C:7]([C:1]2[CH:6]=[CH:5][CH:4]=[CH:3][CH:2]=2)[C:8]([C:12]([N:14]2[CH2:19][CH2:18][N:17]([C:20]3[CH:21]=[C:22]([CH:25]=[CH:26][CH:27]=3)[C:23]#[N:24])[CH2:16][CH2:15]2)=[O:13])=[CH:9]1)[CH3:31])([CH3:40])([CH3:39])[CH3:38], predict the reactants needed to synthesize it. The reactants are: [C:1]1([C:7]2[C:8]([C:12]([N:14]3[CH2:19][CH2:18][N:17]([C:20]4[CH:21]=[C:22]([CH:25]=[CH:26][CH:27]=4)[C:23]#[N:24])[CH2:16][CH2:15]3)=[O:13])=[CH:9][NH:10][CH:11]=2)[CH:6]=[CH:5][CH:4]=[CH:3][CH:2]=1.[H-].[Na+].Br[CH2:31][CH2:32][O:33][Si:34]([C:37]([CH3:40])([CH3:39])[CH3:38])([CH3:36])[CH3:35]. (3) Given the product [CH3:30][NH:29][C:27]([C@H:26]1[CH2:31][CH2:32][CH2:33][N:25]1[C:22]1[CH:23]=[CH:24][C:19]([NH:18][C:9]([NH2:10])=[NH:8])=[CH:20][CH:21]=1)=[O:28], predict the reactants needed to synthesize it. The reactants are: C(OC([NH:8]/[C:9](/[NH:18][C:19]1[CH:24]=[CH:23][C:22]([N:25]2[CH2:33][CH2:32][CH2:31][C@@H:26]2[C:27]([NH:29][CH3:30])=[O:28])=[CH:21][CH:20]=1)=[N:10]/C(OC(C)(C)C)=O)=O)(C)(C)C.C(O)(C(F)(F)F)=O.[OH-].[K+]. (4) Given the product [C:1]1([C:18]2[CH:23]=[CH:22][CH:21]=[CH:20][CH:19]=2)[CH:6]=[CH:5][CH:4]=[CH:3][C:2]=1[CH2:7][C:8]1[CH:9]=[CH:10][C:11]2[N:12]([C:14]([Cl:26])=[N:15][N:16]=2)[N:13]=1, predict the reactants needed to synthesize it. The reactants are: [C:1]1([C:18]2[CH:23]=[CH:22][CH:21]=[CH:20][CH:19]=2)[CH:6]=[CH:5][CH:4]=[CH:3][C:2]=1[CH2:7][C:8]1[CH:9]=[CH:10][C:11]2[N:12]([C:14](=O)[NH:15][N:16]=2)[N:13]=1.P(Cl)(Cl)([Cl:26])=O. (5) Given the product [CH3:1][O:2][C:3]1[CH:14]=[CH:13][C:6]([O:7][CH2:8][C:9]2[N:20]([CH2:19][CH2:18][CH2:17][O:16][CH3:15])[C:21](=[S:22])[NH:12][N:11]=2)=[CH:5][CH:4]=1, predict the reactants needed to synthesize it. The reactants are: [CH3:1][O:2][C:3]1[CH:14]=[CH:13][C:6]([O:7][CH2:8][C:9]([NH:11][NH2:12])=O)=[CH:5][CH:4]=1.[CH3:15][O:16][CH2:17][CH2:18][CH2:19][N:20]=[C:21]=[S:22]. (6) Given the product [Cl:1][C:2]1[S:6][N:5]=[C:4]([CH3:7])[C:3]=1[CH2:8][OH:9], predict the reactants needed to synthesize it. The reactants are: [Cl:1][C:2]1[S:6][N:5]=[C:4]([CH3:7])[C:3]=1[C:8](OCC)=[O:9].[H-].[Al+3].[Li+].[H-].[H-].[H-].C(OCC)(=O)C.O.